Task: Predict the reaction yield, written as a fraction of the theoretical maximum amount of product (1.0 means a 100% yield; for example, 0.34 means a 34% yield).. Dataset: Reaction yield outcomes from USPTO patents with 853,638 reactions (1) The catalyst is C(O)C. The reactants are [O:1]=[C:2]1[NH:7][CH:6]=[C:5]([CH2:8][C:9]2[C:10](=[O:16])[NH:11][C:12](=[S:15])[NH:13][CH:14]=2)[CH:4]=[CH:3]1.[OH-].[K+].[CH3:19]I. The product is [CH3:19][S:15][C:12]1[NH:13][CH:14]=[C:9]([CH2:8][C:5]2[CH:4]=[CH:3][C:2](=[O:1])[NH:7][CH:6]=2)[C:10](=[O:16])[N:11]=1. The yield is 0.159. (2) The reactants are [F:1][C:2]1[CH:7]=[CH:6][C:5]([CH:8]([OH:22])[CH:9]([NH2:21])[CH2:10][C:11]2[CH:16]=[CH:15][C:14]([C:17]([F:20])([F:19])[F:18])=[CH:13][CH:12]=2)=[CH:4][CH:3]=1.[O:23]=[C:24]1[C:32]2[C:27](=[CH:28][CH:29]=[CH:30][CH:31]=2)[CH:26]([C:33](O)=[O:34])[CH2:25]1.Cl.C(N=C=NCCCN(C)C)C.ON1C2C=CC=CC=2N=N1. The catalyst is C(#N)C.O. The product is [F:1][C:2]1[CH:3]=[CH:4][C:5]([CH:8]([OH:22])[CH:9]([NH:21][C:33]([CH:26]2[C:27]3[C:32](=[CH:31][CH:30]=[CH:29][CH:28]=3)[C:24](=[O:23])[CH2:25]2)=[O:34])[CH2:10][C:11]2[CH:16]=[CH:15][C:14]([C:17]([F:20])([F:19])[F:18])=[CH:13][CH:12]=2)=[CH:6][CH:7]=1. The yield is 0.310. (3) The reactants are [C:1]([OH:6])(=[O:5])[C:2]([OH:4])=[O:3].[CH2:7]([O:14][NH:15][CH:16]1[CH2:21][NH:20][C@H:19]([C:22]#[N:23])[CH2:18][CH2:17]1)[C:8]1[CH:13]=[CH:12][CH:11]=[CH:10][CH:9]=1. The catalyst is CO. The product is [C:1]([OH:6])(=[O:5])[C:2]([OH:4])=[O:3].[CH2:7]([O:14][NH:15][C@H:16]1[CH2:21][NH:20][C@H:19]([C:22]#[N:23])[CH2:18][CH2:17]1)[C:8]1[CH:13]=[CH:12][CH:11]=[CH:10][CH:9]=1. The yield is 0.560. (4) The reactants are [F:1][C:2]1[CH:7]=[CH:6][C:5]([N:8]2[C:12]([C:13](OCC)=[O:14])=[CH:11][N:10]=[CH:9]2)=[CH:4][CH:3]=1.[H-].C([Al+]CC(C)C)C(C)C.O.O.O.O.O.O.O.O.O.O.S([O-])([O-])(=O)=O.[Na+].[Na+]. The catalyst is O1CCCC1. The product is [F:1][C:2]1[CH:3]=[CH:4][C:5]([N:8]2[C:12]([CH2:13][OH:14])=[CH:11][N:10]=[CH:9]2)=[CH:6][CH:7]=1. The yield is 0.530. (5) The product is [CH3:1][O:2][C:3]([N:5]1[CH2:10][C:9](=[O:11])[N:8]2[CH:12]([C:15]3[NH:16][C:17]([C:20]4[CH:25]=[CH:24][C:23]([C:50]5[CH:51]=[CH:52][C:47]([C:44]6[NH:43][C:42]([CH:38]7[CH2:39][CH2:40][CH2:41][N:37]7[C:35](=[O:36])[CH:31]([NH:30][C:29]([O:28][CH3:27])=[O:62])[CH:32]([CH3:34])[CH3:33])=[N:46][CH:45]=6)=[CH:48][CH:49]=5)=[CH:22][CH:21]=4)=[CH:18][N:19]=3)[CH2:13][CH2:14][CH:7]2[CH2:6]1)=[O:4]. The catalyst is C1C=CC([P]([Pd]([P](C2C=CC=CC=2)(C2C=CC=CC=2)C2C=CC=CC=2)([P](C2C=CC=CC=2)(C2C=CC=CC=2)C2C=CC=CC=2)[P](C2C=CC=CC=2)(C2C=CC=CC=2)C2C=CC=CC=2)(C2C=CC=CC=2)C2C=CC=CC=2)=CC=1.O. The reactants are [CH3:1][O:2][C:3]([N:5]1[CH2:10][C:9](=[O:11])[N:8]2[CH:12]([C:15]3[NH:16][C:17]([C:20]4[CH:25]=[CH:24][C:23](Br)=[CH:22][CH:21]=4)=[CH:18][N:19]=3)[CH2:13][CH2:14][CH:7]2[CH2:6]1)=[O:4].[CH3:27][O:28][C:29](=[O:62])[NH:30][CH:31]([C:35]([N:37]1[CH2:41][CH2:40][CH2:39][CH:38]1[C:42]1[NH:43][C:44]([C:47]2[CH:52]=[CH:51][C:50](B3OC(C)(C)C(C)(C)O3)=[CH:49][CH:48]=2)=[CH:45][N:46]=1)=[O:36])[CH:32]([CH3:34])[CH3:33].C(=O)([O-])[O-].[K+].[K+].COCCOC. The yield is 0.150. (6) The yield is 0.610. The reactants are C[Si]([N-][Si](C)(C)C)(C)C.[Na+].[F:11][C:12]1[CH:17]=[C:16]([CH3:18])[CH:15]=[CH:14][N:13]=1.[C:19](OC)(=[O:26])[C:20]1[CH:25]=[CH:24][CH:23]=[N:22][CH:21]=1.Cl.[OH-].[Na+]. The catalyst is O1CCCC1. The product is [F:11][C:12]1[CH:17]=[C:16]([CH2:18][C:19]([C:20]2[CH:21]=[N:22][CH:23]=[CH:24][CH:25]=2)=[O:26])[CH:15]=[CH:14][N:13]=1.